This data is from Full USPTO retrosynthesis dataset with 1.9M reactions from patents (1976-2016). The task is: Predict the reactants needed to synthesize the given product. (1) Given the product [CH3:1][O:2][C:3]1[CH:8]=[CH:7][C:6]([C:9]([C:36]2[CH:41]=[CH:40][C:39]([O:42][CH3:43])=[CH:38][CH:37]=2)([NH:10][C:11]2[O:12][C@H:13]([C:26]([F:29])([F:28])[F:27])[CH2:14][C@:15]([C:18]3[CH:23]=[C:22]([C:48]#[C:49][C:50]4[CH:51]=[N:52][CH:53]=[C:54]([CH:57]=4)[C:55]#[N:56])[CH:21]=[CH:20][C:19]=3[F:25])([CH3:17])[N:16]=2)[C:30]2[CH:35]=[CH:34][CH:33]=[CH:32][CH:31]=2)=[CH:5][CH:4]=1, predict the reactants needed to synthesize it. The reactants are: [CH3:1][O:2][C:3]1[CH:8]=[CH:7][C:6]([C:9]([C:36]2[CH:41]=[CH:40][C:39]([O:42][CH3:43])=[CH:38][CH:37]=2)([C:30]2[CH:35]=[CH:34][CH:33]=[CH:32][CH:31]=2)[NH:10][C:11]2[O:12][C@H:13]([C:26]([F:29])([F:28])[F:27])[CH2:14][C@:15]([C:18]3[CH:23]=[C:22](I)[CH:21]=[CH:20][C:19]=3[F:25])([CH3:17])[N:16]=2)=[CH:5][CH:4]=1.C[Si]([C:48]#[C:49][C:50]1[CH:51]=[N:52][CH:53]=[C:54]([CH:57]=1)[C:55]#[N:56])(C)C. (2) Given the product [Cl:1][C:2]1[C:3]([F:11])=[C:4]([CH2:8][CH2:9][NH2:10])[CH:5]=[CH:6][CH:7]=1, predict the reactants needed to synthesize it. The reactants are: [Cl:1][C:2]1[C:3]([F:11])=[C:4]([CH2:8][C:9]#[N:10])[CH:5]=[CH:6][CH:7]=1.B.CO. (3) Given the product [OH:27][CH:24]1[CH2:23][CH2:22][CH:21]([NH:20][C:14]2[CH:13]=[C:12]([C:7]3[C:8]4[C:3](=[C:2]([B:28]5[O:32][C:31]([CH3:34])([CH3:33])[C:30]([CH3:36])([CH3:35])[O:29]5)[CH:11]=[CH:10][CH:9]=4)[CH:4]=[CH:5][N:6]=3)[CH:19]=[CH:18][C:15]=2[C:16]#[N:17])[CH2:26][CH2:25]1, predict the reactants needed to synthesize it. The reactants are: Br[C:2]1[CH:11]=[CH:10][CH:9]=[C:8]2[C:3]=1[CH:4]=[CH:5][N:6]=[C:7]2[C:12]1[CH:19]=[CH:18][C:15]([C:16]#[N:17])=[C:14]([NH:20][CH:21]2[CH2:26][CH2:25][CH:24]([OH:27])[CH2:23][CH2:22]2)[CH:13]=1.[B:28]1([B:28]2[O:32][C:31]([CH3:34])([CH3:33])[C:30]([CH3:36])([CH3:35])[O:29]2)[O:32][C:31]([CH3:34])([CH3:33])[C:30]([CH3:36])([CH3:35])[O:29]1.C([O-])(=O)C.[K+].C(Cl)(Cl)Cl. (4) Given the product [NH2:14][C:11]1[CH:10]=[CH:9][C:8]([CH:3]([O:2][CH3:1])[C:4]([O:6][CH3:7])=[O:5])=[CH:13][CH:12]=1, predict the reactants needed to synthesize it. The reactants are: [CH3:1][O:2][CH:3]([C:8]1[CH:13]=[CH:12][C:11]([N+:14]([O-])=O)=[CH:10][CH:9]=1)[C:4]([O:6][CH3:7])=[O:5]. (5) Given the product [Br:24][C:25]1[CH:32]=[C:29]([C:30]2[NH:1][C:2]3=[N:3][C:4]([N:11]4[CH2:16][CH2:15][CH2:14][C@@H:13]([C:17]([N:19]5[CH2:20][CH2:21][CH2:22][CH2:23]5)=[O:18])[CH2:12]4)=[CH:43][CH:6]=[C:7]3[N:8]=2)[CH:28]=[N:27][CH:26]=1, predict the reactants needed to synthesize it. The reactants are: [NH2:1][C:2]1[C:7]([N+:8]([O-])=O)=[CH:6]N=[C:4]([N:11]2[CH2:16][CH2:15][CH2:14][C@@H:13]([C:17]([N:19]3[CH2:23][CH2:22][CH2:21][CH2:20]3)=[O:18])[CH2:12]2)[N:3]=1.[Br:24][C:25]1[CH:26]=[N:27][CH:28]=[C:29]([CH:32]=1)[CH:30]=O.S(S([O-])(=O)=O)([O-])(=O)=O.[Na+].[Na+].[CH2:43](O)C. (6) Given the product [Cl:1][C:2]1[CH:3]=[C:4]([CH:9]=[CH:10][C:11]=1[O:12][CH:13]([CH3:15])[CH3:14])[C:5]([OH:7])=[O:6], predict the reactants needed to synthesize it. The reactants are: [Cl:1][C:2]1[CH:3]=[C:4]([CH:9]=[CH:10][C:11]=1[O:12][CH:13]([CH3:15])[CH3:14])[C:5]([O:7]C)=[O:6].[OH-].[Na+]. (7) Given the product [CH2:1]([S:3][C:4]1[CH:9]=[CH:8][CH:7]=[CH:6][C:5]=1[C:10]1[N:11]=[CH:12][C:13]2[N:19]=[CH:18][C:17]([C:20]([F:22])([F:23])[F:21])=[CH:16][C:14]=2[N:15]=1)[CH3:2], predict the reactants needed to synthesize it. The reactants are: [CH2:1]([S:3][C:4]1[CH:9]=[CH:8][CH:7]=[CH:6][C:5]=1[C:10]1[N:11]=[C:12](NNS(C2C=CC(C)=CC=2)(=O)=O)[C:13]2[N:19]=[CH:18][C:17]([C:20]([F:23])([F:22])[F:21])=[CH:16][C:14]=2[N:15]=1)[CH3:2].C(O)CO.[OH-].[Na+]. (8) Given the product [F:32][C:33]([F:40])([F:39])[C:34]([C:11]1[S:12][C:8]([C:6]2[CH:5]=[C:4]([NH:13][C:14]3[N:19]=[C:18]([C:20]([F:21])([F:23])[F:22])[CH:17]=[CH:16][N:15]=3)[CH:3]=[C:2]([CH3:1])[CH:7]=2)=[CH:9][N:10]=1)([OH:36])[OH:35], predict the reactants needed to synthesize it. The reactants are: [CH3:1][C:2]1[CH:3]=[C:4]([NH:13][C:14]2[N:19]=[C:18]([C:20]([F:23])([F:22])[F:21])[CH:17]=[CH:16][N:15]=2)[CH:5]=[C:6]([C:8]2[S:12][CH:11]=[N:10][CH:9]=2)[CH:7]=1.[Li+].CC([N-]C(C)C)C.[F:32][C:33]([F:40])([F:39])[C:34]([O:36]CC)=[O:35]. (9) Given the product [F:30][C:27]([F:28])([F:29])[C:25]1[CH:24]=[C:5]([CH:4]=[C:3]([C:2]([F:1])([F:31])[F:32])[CH:26]=1)[C:6]([N:8]1[CH2:13][CH2:12][N:11]([C:34]([O:37][C:3]([CH3:4])([CH3:26])[CH3:2])=[O:35])[CH2:10][C@H:9]1[CH2:14][C:15]1[C:23]2[C:18](=[CH:19][CH:20]=[CH:21][CH:22]=2)[NH:17][CH:16]=1)=[O:7], predict the reactants needed to synthesize it. The reactants are: [F:1][C:2]([F:32])([F:31])[C:3]1[CH:4]=[C:5]([CH:24]=[C:25]([C:27]([F:30])([F:29])[F:28])[CH:26]=1)[C:6]([N:8]1[CH2:13][CH2:12][NH:11][CH2:10][C@H:9]1[CH2:14][C:15]1[C:23]2[C:18](=[CH:19][CH:20]=[CH:21][CH:22]=2)[NH:17][CH:16]=1)=[O:7].O.[C:34]([O-:37])([O-])=[O:35].[K+].[K+].